From a dataset of Reaction yield outcomes from USPTO patents with 853,638 reactions. Predict the reaction yield, written as a fraction of the theoretical maximum amount of product (1.0 means a 100% yield; for example, 0.34 means a 34% yield). (1) The reactants are [C:1]([C:3]1[C:4]([C:17]2[CH:22]=[CH:21][C:20]([Cl:23])=[CH:19][C:18]=2[Cl:24])=[C:5]([C:14]([OH:16])=O)[S:6][C:7]=1[N:8]1[CH2:13][CH2:12][O:11][CH2:10][CH2:9]1)#[N:2].CN(C(ON1N=N[C:35]2[CH:36]=[CH:37][CH:38]=NC1=2)=[N+](C)C)C.F[P-](F)(F)(F)(F)F.C(N(C(C)C)CC)(C)C.[NH2:58][OH:59].CN([CH:63]=[O:64])C. No catalyst specified. The product is [C:1]([C:3]1[C:4]([C:17]2[CH:22]=[CH:21][C:20]([Cl:23])=[CH:19][C:18]=2[Cl:24])=[C:5]([C:14]([NH:58][O:59][CH:38]2[CH2:37][CH2:36][CH2:35][CH2:63][O:64]2)=[O:16])[S:6][C:7]=1[N:8]1[CH2:9][CH2:10][O:11][CH2:12][CH2:13]1)#[N:2]. The yield is 0.550. (2) The reactants are Br[C:2]1[C:3]([C:9]#[N:10])=[N:4][C:5]([CH3:8])=[CH:6][CH:7]=1.[NH:11]1[CH:15]=[CH:14][CH:13]=[N:12]1.CN[C@H]1CCCC[C@@H]1NC.C([O-])([O-])=O.[Cs+].[Cs+]. The catalyst is CN(C=O)C.[Cu]I. The product is [CH3:8][C:5]1[N:4]=[C:3]([C:9]#[N:10])[C:2]([N:11]2[CH:15]=[CH:14][CH:13]=[N:12]2)=[CH:7][CH:6]=1. The yield is 0.640. (3) The reactants are [O:1]([CH2:8][CH2:9][NH:10][C:11]1[O:12][CH2:13][C:14]2[CH:20]=[C:19]([NH2:21])[CH:18]=[CH:17][C:15]=2[N:16]=1)[C:2]1[CH:7]=[CH:6][CH:5]=[CH:4][CH:3]=1.[C:22]1([S:28](Cl)(=[O:30])=[O:29])[CH:27]=[CH:26][CH:25]=[CH:24][CH:23]=1. No catalyst specified. The product is [O:1]([CH2:8][CH2:9][NH:10][C:11]1[O:12][CH2:13][C:14]2[CH:20]=[C:19]([NH:21][S:28]([C:22]3[CH:27]=[CH:26][CH:25]=[CH:24][CH:23]=3)(=[O:30])=[O:29])[CH:18]=[CH:17][C:15]=2[N:16]=1)[C:2]1[CH:7]=[CH:6][CH:5]=[CH:4][CH:3]=1. The yield is 0.750.